Predict the reaction yield, written as a fraction of the theoretical maximum amount of product (1.0 means a 100% yield; for example, 0.34 means a 34% yield). From a dataset of Reaction yield outcomes from USPTO patents with 853,638 reactions. (1) The reactants are [Cl:1][C:2]1[CH:7]=[CH:6][C:5]([N:8]2[C:12]([CH:13]([CH3:15])[CH3:14])=[C:11]([NH2:16])[N:10]=[N:9]2)=[CH:4][CH:3]=1.[CH3:17][C:18]1[N:19]([CH:27]([CH3:31])[C:28](O)=[O:29])[CH:20]=[C:21]([C:23]([F:26])([F:25])[F:24])[N:22]=1.CN(C(ON1N=NC2C=CC=NC1=2)=[N+](C)C)C.F[P-](F)(F)(F)(F)F.CCN(CC)CC. The catalyst is C(Cl)Cl.C(=O)(O)[O-].[Na+]. The product is [Cl:1][C:2]1[CH:3]=[CH:4][C:5]([N:8]2[C:12]([CH:13]([CH3:14])[CH3:15])=[C:11]([NH:16][C:28](=[O:29])[CH:27]([N:19]3[CH:20]=[C:21]([C:23]([F:24])([F:26])[F:25])[N:22]=[C:18]3[CH3:17])[CH3:31])[N:10]=[N:9]2)=[CH:6][CH:7]=1. The yield is 0.100. (2) The reactants are [N:1]1[CH:6]=[CH:5][CH:4]=[C:3]([CH2:7][NH2:8])[CH:2]=1.[CH:9]1([CH2:12][CH2:13][O:14][C:15]2[CH:20]=[CH:19][N:18]([C:21]3[S:22][C:23]([C:27](O)=[O:28])=[C:24]([CH3:26])[N:25]=3)[C:17](=[O:30])[CH:16]=2)[CH2:11][CH2:10]1. No catalyst specified. The product is [CH:9]1([CH2:12][CH2:13][O:14][C:15]2[CH:20]=[CH:19][N:18]([C:21]3[S:22][C:23]([C:27]([NH:8][CH2:7][C:3]4[CH:2]=[N:1][CH:6]=[CH:5][CH:4]=4)=[O:28])=[C:24]([CH3:26])[N:25]=3)[C:17](=[O:30])[CH:16]=2)[CH2:11][CH2:10]1. The yield is 0.470. (3) The reactants are C(O[BH-](O[C:11](=[O:13])[CH3:12])OC(=O)C)(=O)C.[Na+].C([C:17]1[CH:22]=[CH:21][C:20]([C:23]2[N:24]=[C:25]3[C:30]([C:31]([O:33][CH2:34][CH3:35])=[O:32])=[CH:29][CH:28]=[CH:27][N:26]3[CH:36]=2)=[CH:19][CH:18]=1)=O. The catalyst is C(Cl)Cl. The product is [O:13]1[CH2:11][CH2:12][N:24]([CH2:25][C:17]2[CH:22]=[CH:21][C:20]([C:23]3[N:24]=[C:25]4[C:30]([C:31]([O:33][CH2:34][CH3:35])=[O:32])=[CH:29][CH:28]=[CH:27][N:26]4[CH:36]=3)=[CH:19][CH:18]=2)[CH2:23][CH2:20]1. The yield is 0.470. (4) The reactants are [F-:1].[K+].[CH2:3]1OCCOCCOCCOCCOCCOC1.Br[CH2:22][C:23]([C:25]1[CH:33]=[CH:32][C:28]([C:29]([OH:31])=[O:30])=[CH:27][CH:26]=1)=[O:24]. The catalyst is C(#N)C.O. The product is [CH3:3][O:31][C:29](=[O:30])[C:28]1[CH:32]=[CH:33][C:25]([C:23](=[O:24])[CH2:22][F:1])=[CH:26][CH:27]=1. The yield is 0.310.